This data is from Full USPTO retrosynthesis dataset with 1.9M reactions from patents (1976-2016). The task is: Predict the reactants needed to synthesize the given product. Given the product [Cl:1][C:2]1[CH:3]=[C:4]([N:10]2[C:14]([CH3:15])=[C:13]([CH2:16][C:17]3[CH:25]=[CH:24][C:20]([C:21]([NH:27][CH2:28][C:29]([OH:31])([CH3:32])[CH3:30])=[O:22])=[CH:19][CH:18]=3)[C:12]([CH3:26])=[N:11]2)[CH:5]=[CH:6][C:7]=1[C:8]#[N:9], predict the reactants needed to synthesize it. The reactants are: [Cl:1][C:2]1[CH:3]=[C:4]([N:10]2[C:14]([CH3:15])=[C:13]([CH2:16][C:17]3[CH:25]=[CH:24][C:20]([C:21](O)=[O:22])=[CH:19][CH:18]=3)[C:12]([CH3:26])=[N:11]2)[CH:5]=[CH:6][C:7]=1[C:8]#[N:9].[NH2:27][CH2:28][C:29]([CH3:32])([OH:31])[CH3:30].[Cl-].COC1N=C(OC)N=C([N+]2(C)CCOCC2)N=1.C1COCC1.